This data is from Full USPTO retrosynthesis dataset with 1.9M reactions from patents (1976-2016). The task is: Predict the reactants needed to synthesize the given product. (1) Given the product [C:9]([C:8]1[CH:12]=[CH:13][C:5]([S:2]([NH:17][C:16]2[CH:18]=[CH:19][CH:20]=[CH:21][C:15]=2[C:14]([O:23][CH3:24])=[O:22])(=[O:4])=[O:3])=[CH:6][CH:7]=1)([OH:11])=[O:10], predict the reactants needed to synthesize it. The reactants are: Cl[S:2]([C:5]1[CH:13]=[CH:12][C:8]([C:9]([OH:11])=[O:10])=[CH:7][CH:6]=1)(=[O:4])=[O:3].[C:14]([O:23][CH3:24])(=[O:22])[C:15]1[C:16](=[CH:18][CH:19]=[CH:20][CH:21]=1)[NH2:17]. (2) Given the product [CH3:31][N:32]1[CH2:37][CH2:36][CH:35]([CH2:38][N:20]2[CH:24]=[C:23](/[CH:25]=[CH:26]/[C:27]([O:29][CH3:30])=[O:28])[CH:22]=[N:21]2)[CH2:34][CH2:33]1, predict the reactants needed to synthesize it. The reactants are: C1(P(C2C=CC=CC=2)C2C=CC=CC=2)C=CC=CC=1.[NH:20]1[CH:24]=[C:23](/[CH:25]=[CH:26]/[C:27]([O:29][CH3:30])=[O:28])[CH:22]=[N:21]1.[CH3:31][N:32]1[CH2:37][CH2:36][CH:35]([CH2:38]O)[CH2:34][CH2:33]1.N(C(OC(C)(C)C)=O)=NC(OC(C)(C)C)=O. (3) Given the product [CH3:19][O:20][C:21]1[CH:22]=[C:23]2[C:27](=[CH:28][CH:29]=1)[CH2:26][N:25]([C:2]1[N:7]=[C:6]([NH:8][C:9]3[CH:10]=[C:11]4[C:15](=[CH:16][CH:17]=3)[NH:14][N:13]=[CH:12]4)[C:5]([CH3:18])=[CH:4][N:3]=1)[CH2:24]2, predict the reactants needed to synthesize it. The reactants are: Cl[C:2]1[N:7]=[C:6]([NH:8][C:9]2[CH:10]=[C:11]3[C:15](=[CH:16][CH:17]=2)[NH:14][N:13]=[CH:12]3)[C:5]([CH3:18])=[CH:4][N:3]=1.[CH3:19][O:20][C:21]1[CH:22]=[C:23]2[C:27](=[CH:28][CH:29]=1)[CH2:26][NH:25][CH2:24]2.CCN(C(C)C)C(C)C.